From a dataset of Full USPTO retrosynthesis dataset with 1.9M reactions from patents (1976-2016). Predict the reactants needed to synthesize the given product. (1) Given the product [NH2:1][C:4]1[CH:9]=[CH:8][C:7]([CH2:10][CH2:11][NH:12][S:14]([CH3:13])(=[O:16])=[O:15])=[CH:6][CH:5]=1, predict the reactants needed to synthesize it. The reactants are: [N+:1]([C:4]1[CH:9]=[CH:8][C:7]([CH2:10][CH2:11][NH2:12])=[CH:6][CH:5]=1)([O-])=O.[CH3:13][S:14](Cl)(=[O:16])=[O:15].C(N(CC)CC)C. (2) Given the product [Br:1][C:2]1[CH:3]=[C:4]2[NH:22][N:9]=[C:8]([CH2:11][CH3:12])[C:5]2=[N:6][CH:7]=1, predict the reactants needed to synthesize it. The reactants are: [Br:1][C:2]1[CH:3]=[C:4](F)[C:5]([C:8]#[N:9])=[N:6][CH:7]=1.[CH2:11]([Mg]Cl)[CH3:12].C([N:22]1C2C(=CC=C(C(O)=O)C=2)C=C1)C1C=CC=CC=1.CC1C=CC=C(C)C=1CN1C2C(=CC=C(C(O)=O)C=2)C=C1. (3) Given the product [CH3:14][CH:15]1[CH2:20][CH2:19][N:18]([C:2]2[CH:10]=[CH:9][C:8]([N+:11]([O-:13])=[O:12])=[CH:7][C:3]=2[C:4]([OH:6])=[O:5])[CH2:17][CH2:16]1, predict the reactants needed to synthesize it. The reactants are: Cl[C:2]1[CH:10]=[CH:9][C:8]([N+:11]([O-:13])=[O:12])=[CH:7][C:3]=1[C:4]([OH:6])=[O:5].[CH3:14][CH:15]1[CH2:20][CH2:19][NH:18][CH2:17][CH2:16]1. (4) Given the product [CH2:1]([CH:4]1[NH:9][C:8](=[O:10])[CH2:7][CH2:6][CH2:5]1)[CH2:2][CH3:3], predict the reactants needed to synthesize it. The reactants are: [CH2:1]([CH:4]1[NH:9][C:8](=[O:10])[CH2:7][CH2:6][CH2:5]1)[CH:2]=[CH2:3].